The task is: Predict the reactants needed to synthesize the given product.. This data is from Full USPTO retrosynthesis dataset with 1.9M reactions from patents (1976-2016). (1) Given the product [C:27]([C:33]1[N:19]2[N:18]=[C:17]([C:16]3[N:15]4[C:11]([O:12][CH:13]=[CH:14]4)=[N:10][C:9]=3[C:3]3[CH:4]=[C:5]([F:8])[CH:6]=[CH:7][C:2]=3[F:1])[CH:22]=[CH:21][C:20]2=[N:23][N:24]=1)([CH3:37])([CH3:28])[CH3:26], predict the reactants needed to synthesize it. The reactants are: [F:1][C:2]1[CH:7]=[CH:6][C:5]([F:8])=[CH:4][C:3]=1[C:9]1[N:10]=[C:11]2[N:15]([C:16]=1[C:17]1[N:18]=[N:19][C:20]([NH:23][NH2:24])=[CH:21][CH:22]=1)[CH:14]=[CH:13][O:12]2.F[C:26]1C=CC(F)=[CH:28][C:27]=1[C:33](=O)C.O1C=CN=[C:37]1N.C1C(=O)N(I)C(=O)C1.ClN1C=CC(I)=CN1.O.NN.CC(C)(C)C=O.C(O)(=O)C.C(O)(=O)C.IC1C=CC=CC=1. (2) Given the product [CH3:1][O:2][CH2:30][CH2:29][NH:28][C:26]([CH:18]1[C:17]2[C:12](=[CH:13][CH:14]=[CH:15][CH:16]=2)[C:11](=[O:34])[N:10]([CH2:9][C:8]2[CH:35]=[CH:36][C:5]([Cl:4])=[CH:6][CH:7]=2)[CH:19]1[C:20]1[S:21][C:22]([Cl:25])=[CH:23][CH:24]=1)=[O:27], predict the reactants needed to synthesize it. The reactants are: [CH:1]([O-])=[O:2].[Cl:4][C:5]1[CH:36]=[CH:35][C:8]([CH2:9][N:10]2[CH:19]([C:20]3[S:21][C:22]([Cl:25])=[CH:23][CH:24]=3)[CH:18]([C:26]([NH:28][CH2:29][CH2:30][NH+](C)C)=[O:27])[C:17]3[C:12](=[CH:13][CH:14]=[CH:15][CH:16]=3)[C:11]2=[O:34])=[CH:7][CH:6]=1.COCCNC(C1C2C(=CC=CC=2)C(=O)N(CC2C=CC(Cl)=CC=2)C1C1C2C(=CC=C(Cl)C=2)NC=1)=O.COCCNC(C1C2C(=CC=CC=2)C(=O)N(CC2C=CC(Cl)=CC=2)C1C1C2C(=CC(Cl)=CC=2)NC=1)=O.COCCNC(C1C2C(=CC=CC=2)C(=O)N(CC2C=CC(Cl)=CC=2)C1C1C2C(=CC(F)=CC=2)NC=1)=O.COC(=O)C(N1C(C2C3C(=CC(Cl)=CC=3)NC=2)C(C(=O)NCCOC)C2C(=CC=CC=2)C1=O)C1C=CC(Cl)=CC=1. (3) Given the product [CH3:1][N:2]1[C:10]2[C:5](=[CH:6][CH:7]=[CH:8][CH:9]=2)[CH:4]=[C:3]1[C:11]1[CH:12]=[N:13][CH:14]=[C:15]([CH2:17][CH3:18])[CH:16]=1, predict the reactants needed to synthesize it. The reactants are: [CH3:1][N:2]1[C:10]2[C:5](=[CH:6][CH:7]=[CH:8][CH:9]=2)[CH:4]=[C:3]1[C:11]1[CH:12]=[N:13][CH:14]=[C:15]([CH:17]=[CH2:18])[CH:16]=1. (4) Given the product [Cl:27][C:23]1[C:24]([CH3:26])=[CH:25][C:20]([O:19][CH2:18][CH2:17][CH2:16][C:7]2[C:6]3[C:10](=[C:2]([C:34]4[N:30]([CH3:29])[N:31]=[CH:32][CH:33]=4)[CH:3]=[CH:4][CH:5]=3)[NH:9][C:8]=2[C:11]([O:13][CH2:14][CH3:15])=[O:12])=[CH:21][C:22]=1[CH3:28], predict the reactants needed to synthesize it. The reactants are: Br[C:2]1[CH:3]=[CH:4][CH:5]=[C:6]2[C:10]=1[NH:9][C:8]([C:11]([O:13][CH2:14][CH3:15])=[O:12])=[C:7]2[CH2:16][CH2:17][CH2:18][O:19][C:20]1[CH:25]=[C:24]([CH3:26])[C:23]([Cl:27])=[C:22]([CH3:28])[CH:21]=1.[CH3:29][N:30]1[C:34](B(O)O)=[CH:33][CH:32]=[N:31]1.